Dataset: Catalyst prediction with 721,799 reactions and 888 catalyst types from USPTO. Task: Predict which catalyst facilitates the given reaction. (1) Reactant: CO[CH:3](OC)[CH2:4][C:5]1[CH:10]=[C:9]([I:11])[N:8]=[N:7][C:6]=1[NH2:12].Cl. Product: [I:11][C:9]1[N:8]=[N:7][C:6]2[NH:12][CH:3]=[CH:4][C:5]=2[CH:10]=1. The catalyst class is: 8. (2) The catalyst class is: 3. Reactant: [NH:1]1[CH:5]=[C:4]([C:6]([OH:8])=O)[N:3]=[N:2]1.CCN(C(C)C)C(C)C.CN(C(ON1N=NC2C=CC=NC1=2)=[N+](C)C)C.F[P-](F)(F)(F)(F)F.[CH2:42]([O:44][C:45]([O:47][CH2:48][O:49][C:50](=[O:71])[C@@:51]([CH2:69][OH:70])([CH3:68])[CH2:52][C@H:53]([NH2:67])[CH2:54][C:55]1[CH:60]=[CH:59][C:58]([C:61]2[CH:66]=[CH:65][CH:64]=[CH:63][CH:62]=2)=[CH:57][CH:56]=1)=[O:46])[CH3:43]. Product: [CH2:42]([O:44][C:45]([O:47][CH2:48][O:49][C:50](=[O:71])[C@@:51]([CH2:69][OH:70])([CH3:68])[CH2:52][C@H:53]([NH:67][C:6]([C:4]1[NH:3][N:2]=[N:1][CH:5]=1)=[O:8])[CH2:54][C:55]1[CH:56]=[CH:57][C:58]([C:61]2[CH:66]=[CH:65][CH:64]=[CH:63][CH:62]=2)=[CH:59][CH:60]=1)=[O:46])[CH3:43]. (3) Reactant: [CH2:1]=[C:2]1[O:6][C:4](=[O:5])[CH2:3]1.[CH2:7]([NH2:15])[CH2:8][C:9]1[CH:14]=[CH:13][CH:12]=[CH:11][CH:10]=1. Product: [O:6]=[C:2]([CH3:1])[CH2:3][C:4]([NH:15][CH2:7][CH2:8][C:9]1[CH:14]=[CH:13][CH:12]=[CH:11][CH:10]=1)=[O:5]. The catalyst class is: 28.